This data is from Reaction yield outcomes from USPTO patents with 853,638 reactions. The task is: Predict the reaction yield, written as a fraction of the theoretical maximum amount of product (1.0 means a 100% yield; for example, 0.34 means a 34% yield). The reactants are [Cl-].[Li+].[Cu](C#N)C#N.[CH:8]1([Mg]Cl)[CH2:12][CH2:11][CH2:10][CH2:9]1.C(OCC)C.[C:20]([O:24][CH3:25])(=[O:23])[C:21]#[CH:22].[I:26]I. The catalyst is O1CCCC1. The product is [CH3:25][O:24][C:20](=[O:23])/[C:21](/[I:26])=[CH:22]\[CH:8]1[CH2:12][CH2:11][CH2:10][CH2:9]1. The yield is 0.970.